Dataset: Full USPTO retrosynthesis dataset with 1.9M reactions from patents (1976-2016). Task: Predict the reactants needed to synthesize the given product. (1) Given the product [C:12]([O:11][C:10]1[CH:3]=[CH:2][C:1]([C:17]([NH:7][C:6]2[CH:5]=[CH:4][C:3]([OH:8])=[CH:2][CH:1]=2)=[O:18])=[CH:6][CH:9]=1)(=[O:13])[CH3:14], predict the reactants needed to synthesize it. The reactants are: [CH:1]1[C:6]([NH2:7])=[CH:5][CH:4]=[C:3]([OH:8])[CH:2]=1.[CH3:9][CH2:10][O:11][C:12]([CH3:14])=[O:13].CN(C)[CH:17]=[O:18]. (2) Given the product [S:4]1[CH:8]=[C:7]([C:9]2[CH:10]=[CH:11][C:12]([CH:13]([OH:14])[CH3:1])=[CH:15][CH:16]=2)[N:6]=[N:5]1, predict the reactants needed to synthesize it. The reactants are: [CH3:1][Mg]Cl.[S:4]1[CH:8]=[C:7]([C:9]2[CH:16]=[CH:15][C:12]([CH:13]=[O:14])=[CH:11][CH:10]=2)[N:6]=[N:5]1. (3) Given the product [C:1]([O:5][C:6]([NH:8][CH:9]([C:13]1[CH:18]=[CH:17][C:16]([Cl:19])=[CH:15][CH:14]=1)[C:10]([O:12][C@@H:47]1[CH:48]2[CH2:51][CH2:52][N:45]([CH2:50][CH2:49]2)[CH2:46]1)=[O:11])=[O:7])([CH3:4])([CH3:2])[CH3:3], predict the reactants needed to synthesize it. The reactants are: [C:1]([O:5][C:6]([NH:8][CH:9]([C:13]1[CH:18]=[CH:17][C:16]([Cl:19])=[CH:15][CH:14]=1)[C:10]([OH:12])=[O:11])=[O:7])([CH3:4])([CH3:3])[CH3:2].C(=NC1CCCCC1)=NC1CCCCC1.N1(O)C2C=CC=CC=2N=N1.[N:45]12[CH2:52][CH2:51][CH:48]([CH2:49][CH2:50]1)[C@@H:47](O)[CH2:46]2. (4) Given the product [CH3:1][C:2]1[CH:6]=[C:5]([CH3:7])[N:4]([C:8]2[N:13]=[C:12]([C:14]3[O:15][C:16]([CH3:19])=[CH:17][CH:18]=3)[N:11]=[C:10]([NH:20][C:21](=[O:22])[CH2:40][CH:37]3[CH2:38][CH2:39][NH:35][CH2:36]3)[CH:9]=2)[N:3]=1, predict the reactants needed to synthesize it. The reactants are: [CH3:1][C:2]1[CH:6]=[C:5]([CH3:7])[N:4]([C:8]2[N:13]=[C:12]([C:14]3[O:15][C:16]([CH3:19])=[CH:17][CH:18]=3)[N:11]=[C:10]([NH:20][C:21]([C@H]3CCNC3)=[O:22])[CH:9]=2)[N:3]=1.C(OC([N:35]1[CH2:39][CH2:38][C@@H:37]([CH2:40]C(O)=O)[CH2:36]1)=O)(C)(C)C. (5) Given the product [Cl:1][C:2]1[N:7]=[C:6]([NH:8][S:19]([C:13]2[CH:14]=[CH:15][C:16]([Cl:18])=[CH:17][C:12]=2[Cl:11])(=[O:21])=[O:20])[C:5]([O:9][CH3:10])=[N:4][CH:3]=1, predict the reactants needed to synthesize it. The reactants are: [Cl:1][C:2]1[N:7]=[C:6]([NH2:8])[C:5]([O:9][CH3:10])=[N:4][CH:3]=1.[Cl:11][C:12]1[CH:17]=[C:16]([Cl:18])[CH:15]=[CH:14][C:13]=1[S:19](Cl)(=[O:21])=[O:20]. (6) Given the product [OH:41][C:42]1[CH:47]=[CH:46][C:45]([CH3:52])=[CH:44][C:43]=1[N:56]1[N:60]=[C:59]2[CH:61]=[CH:62][CH:63]=[CH:64][C:58]2=[N:57]1, predict the reactants needed to synthesize it. The reactants are: C(SC1N=C(SCCCCCCCC)N=C(NC2C=C(C(C)(C)C)C(O)=C(C(C)(C)C)C=2)N=1)CCCCCCC.[OH:41][C:42]1[C:47](C(C)(C)C)=[CH:46][C:45]([C:52](C)(C)C)=[CH:44][C:43]=1[N:56]1[N:60]=[C:59]2[CH:61]=[CH:62][C:63](Cl)=[CH:64][C:58]2=[N:57]1.OC1C(C(CC)(C)C)=CC(C(CC)(C)C)=CC=1N1N=C2C=CC(Cl)=CC2=N1.C(C1C(O)=C(C(C)(C)C)C=C(C)C=1)(C)(C)C.C(C1C=C(CCC(OCCOCCOCCOC(=O)CCC2C=C(C)C(O)=C(C(C)(C)C)C=2)=O)C=C(C)C=1O)(C)(C)C. (7) Given the product [Cl:2][C:3]1[CH:4]=[CH:5][C:6]([N:9]2[CH2:10][CH2:11][CH:12]([CH2:15][CH2:16][C:17]([N:58]3[CH2:59][CH2:60][CH:55]([NH:54][C:51]4[CH:52]=[CH:53][C:48]([N+:45]([O-:47])=[O:46])=[C:49]([C:61]([F:62])([F:63])[F:64])[CH:50]=4)[CH2:56][CH2:57]3)=[O:19])[CH2:13][CH2:14]2)=[CH:7][CH:8]=1, predict the reactants needed to synthesize it. The reactants are: [Li+].[Cl:2][C:3]1[CH:8]=[CH:7][C:6]([N:9]2[CH2:14][CH2:13][CH:12]([CH2:15][CH2:16][C:17]([O-:19])=O)[CH2:11][CH2:10]2)=[CH:5][CH:4]=1.F[P-](F)(F)(F)(F)F.CN(C)C(ON1C2C=CC=CC=2N=N1)=[N+](C)C.Cl.[N+:45]([C:48]1[CH:53]=[CH:52][C:51]([NH:54][CH:55]2[CH2:60][CH2:59][NH:58][CH2:57][CH2:56]2)=[CH:50][C:49]=1[C:61]([F:64])([F:63])[F:62])([O-:47])=[O:46].C(N(C(C)C)CC)(C)C.[O-2].[Al+3].[O-2].[O-2].[Al+3]. (8) Given the product [Cl:1][C:2]1[CH:3]=[C:4]([S:10][CH2:17][C:18](=[O:24])[CH2:19][C:20]([O:22][CH3:23])=[O:21])[CH:5]=[C:6]([O:8][CH3:9])[CH:7]=1, predict the reactants needed to synthesize it. The reactants are: [Cl:1][C:2]1[CH:3]=[C:4]([SH:10])[CH:5]=[C:6]([O:8][CH3:9])[CH:7]=1.CN(C=O)C.Cl[CH2:17][C:18](=[O:24])[CH2:19][C:20]([O:22][CH3:23])=[O:21].C([O-])([O-])=O.[K+].[K+]. (9) Given the product [CH2:1]([N:8]1[C:16]2[C:11](=[CH:12][C:13]([C:17]3[CH:22]=[CH:21][C:20]([C:23]([F:26])([F:24])[F:25])=[CH:19][CH:18]=3)=[CH:14][CH:15]=2)[C:10]([C:27](=[O:31])[C:28]([O:35][CH2:33][CH3:34])=[O:29])=[CH:9]1)[C:2]1[CH:3]=[CH:4][CH:5]=[CH:6][CH:7]=1, predict the reactants needed to synthesize it. The reactants are: [CH2:1]([N:8]1[C:16]2[C:11](=[CH:12][C:13]([C:17]3[CH:22]=[CH:21][C:20]([C:23]([F:26])([F:25])[F:24])=[CH:19][CH:18]=3)=[CH:14][CH:15]=2)[CH:10]=[CH:9]1)[C:2]1[CH:7]=[CH:6][CH:5]=[CH:4][CH:3]=1.[C:27](Cl)(=[O:31])[C:28](Cl)=[O:29].[CH2:33]([OH:35])[CH3:34]. (10) The reactants are: [O:1]=[C:2]1[CH2:8][CH2:7][CH2:6][NH:5][CH2:4][CH2:3]1.Cl.[C:10]([O-:13])([O-])=O.[K+].[K+].ClC(O[CH2:20][CH3:21])=O. Given the product [CH2:20]([C:10]([N:5]1[CH2:6][CH2:7][CH2:8][C:2](=[O:1])[CH2:3][CH2:4]1)=[O:13])[CH3:21], predict the reactants needed to synthesize it.